Predict the reactants needed to synthesize the given product. From a dataset of Full USPTO retrosynthesis dataset with 1.9M reactions from patents (1976-2016). Given the product [CH2:1]1[CH:6]([CH2:7][N:8]2[C:13](=[O:14])[CH:12]=[CH:11][C:9]2=[O:10])[CH2:5][CH2:4][CH:3]([C:15]([O:17][N:18]2[C:19](=[O:20])[CH2:21][CH2:22][C:23]2=[O:24])=[O:16])[CH2:2]1, predict the reactants needed to synthesize it. The reactants are: [CH2:1]1[CH:6]([CH2:7][N:8]2[C:13](=[O:14])[CH:12]=[CH:11][C:9]2=[O:10])[CH2:5][CH2:4][CH:3]([C:15]([O:17][N:18]2[C:23](=[O:24])[CH:22](S(O)(=O)=O)[CH2:21][C:19]2=[O:20])=[O:16])[CH2:2]1.C1C(CN2C(=O)C=CC2=O)CCC(C(ON2C(=O)C(S([O-])(=O)=O)CC2=O)=O)C1.[Na+].C([O-])(=O)CCC([O-])=O.C(N(CC(O)=O)CC(O)=O)CN(CC(O)=O)CC(O)=O.